From a dataset of Forward reaction prediction with 1.9M reactions from USPTO patents (1976-2016). Predict the product of the given reaction. (1) Given the reactants [CH2:1]([CH:3]1[CH2:7][CH2:6][C:5](=[O:8])[CH2:4]1)[CH3:2].[Li+].CC([N-]C(C)C)C.[F:17][C:18]([F:37])([F:36])[S:19](N(C1C=CC=CC=1)[S:19]([C:18]([F:37])([F:36])[F:17])(=[O:21])=[O:20])(=[O:21])=[O:20], predict the reaction product. The product is: [F:17][C:18]([F:37])([F:36])[S:19]([O:8][C:5]1[CH2:6][CH2:7][CH:3]([CH2:1][CH3:2])[CH:4]=1)(=[O:21])=[O:20]. (2) Given the reactants [CH2:1]([O:8][C:9]1[C:16]([C:17]([CH3:20])([CH3:19])[CH3:18])=[CH:15][CH:14]=[CH:13][C:10]=1C=O)[C:2]1[CH:7]=[CH:6][CH:5]=[CH:4][CH:3]=1.ClC1C=CC=C(C(OO)=[O:29])C=1, predict the reaction product. The product is: [CH2:1]([O:8][C:9]1[C:16]([C:17]([CH3:20])([CH3:19])[CH3:18])=[CH:15][CH:14]=[CH:13][C:10]=1[OH:29])[C:2]1[CH:7]=[CH:6][CH:5]=[CH:4][CH:3]=1. (3) Given the reactants [F:1][C:2]1([F:25])[CH2:7][CH2:6][CH:5]([CH2:8][C:9]2[N:13]3[CH:14]=[CH:15][C:16]([C:18](O)=[O:19])=[CH:17][C:12]3=[N:11][C:10]=2[C:21]([F:24])([F:23])[F:22])[CH2:4][CH2:3]1.[NH2:26][C:27]1[CH:32]=[CH:31][N:30]=[CH:29][CH:28]=1, predict the reaction product. The product is: [F:25][C:2]1([F:1])[CH2:3][CH2:4][CH:5]([CH2:8][C:9]2[N:13]3[CH:14]=[CH:15][C:16]([C:18]([NH:26][C:27]4[CH:32]=[CH:31][N:30]=[CH:29][CH:28]=4)=[O:19])=[CH:17][C:12]3=[N:11][C:10]=2[C:21]([F:22])([F:24])[F:23])[CH2:6][CH2:7]1. (4) Given the reactants [CH2:1]([N:5]1[C:13]2[C:12](=[O:14])[NH:11][C:10](=[O:15])[N:9]([CH3:16])[C:8]=2[N:7]=[CH:6]1)[C:2]#[C:3][CH3:4].[Cl:17]N1C(=O)CCC1=O, predict the reaction product. The product is: [CH2:1]([N:5]1[C:13]2[C:12](=[O:14])[NH:11][C:10](=[O:15])[N:9]([CH3:16])[C:8]=2[N:7]=[C:6]1[Cl:17])[C:2]#[C:3][CH3:4]. (5) Given the reactants Br[C:2]1[CH:3]=[C:4]([CH3:9])[CH:5]=[C:6]([Br:8])[CH:7]=1.[S:10]1[C:14]([CH:15]=O)=[CH:13][C:12]2[CH:17]=[CH:18][CH:19]=[CH:20][C:11]1=2, predict the reaction product. The product is: [S:10]1[C:14]([CH2:15][C:2]2[CH:3]=[C:4]([CH3:9])[CH:5]=[C:6]([Br:8])[CH:7]=2)=[CH:13][C:12]2[CH:17]=[CH:18][CH:19]=[CH:20][C:11]1=2. (6) Given the reactants [NH2:1][CH2:2][C@H:3]1[N:8]([C:9]([C:11]2[N:12]=[C:13]([CH3:23])[S:14][C:15]=2[C:16]2[CH:17]=[C:18]([CH3:22])[CH:19]=[CH:20][CH:21]=2)=[O:10])[CH2:7][C@@H:6]2[C@H:4]1[CH2:5]2.[CH3:24][C:25]1[N:26]=[C:27]2[CH:32]=[CH:31][C:30]([CH3:33])=[CH:29][N:28]2[C:34]=1[C:35](O)=[O:36], predict the reaction product. The product is: [CH3:23][C:13]1[S:14][C:15]([C:16]2[CH:17]=[C:18]([CH3:22])[CH:19]=[CH:20][CH:21]=2)=[C:11]([C:9]([N:8]2[CH2:7][C@@H:6]3[C@@H:4]([CH2:5]3)[C@H:3]2[CH2:2][NH:1][C:35]([C:34]2[N:28]3[CH:29]=[C:30]([CH3:33])[CH:31]=[CH:32][C:27]3=[N:26][C:25]=2[CH3:24])=[O:36])=[O:10])[N:12]=1. (7) The product is: [F:37][C:13]1[CH:14]=[C:15]([O:16][C:17]2[CH:22]=[CH:21][N:20]=[C:19]([NH:23][C:24]([N:25]([CH3:33])[CH:26]3[CH2:27][CH2:28][N:29]([CH3:32])[CH2:30][CH2:31]3)=[O:34])[CH:18]=2)[CH:35]=[CH:36][C:12]=1[NH:11][C:9](=[O:8])[CH2:10][C:3]([NH:2][C:1]1[CH:15]=[CH:14][C:13]([F:37])=[CH:12][CH:36]=1)=[O:4]. Given the reactants [CH3:1][N:2](C)[CH:3]=[O:4].C([O:8][CH2:9][CH3:10])C.[NH2:11][C:12]1[CH:36]=[CH:35][C:15]([O:16][C:17]2[CH:22]=[CH:21][N:20]=[C:19]([NH:23][C:24](=[O:34])[N:25]([CH3:33])[CH:26]3[CH2:31][CH2:30][N:29]([CH3:32])[CH2:28][CH2:27]3)[CH:18]=2)=[CH:14][C:13]=1[F:37], predict the reaction product. (8) Given the reactants [CH3:1][N:2]1[CH:6]=[CH:5][C:4]([NH:7][C:8]([C:10]2[CH:20]=[C:19]([OH:21])[C:13]3[CH2:14][C:15]([CH3:18])([CH3:17])[O:16][C:12]=3[CH:11]=2)=[O:9])=[N:3]1.C([O-])([O-])=O.[Cs+].[Cs+].[N:28]1([C:32]([C:34]2[CH:39]=[CH:38][C:37]([F:40])=[CH:36][C:35]=2[F:41])=[O:33])[CH2:31][CH2:30][CH2:29]1, predict the reaction product. The product is: [CH3:1][N:2]1[CH:6]=[CH:5][C:4]([NH:7][C:8]([C:10]2[CH:20]=[C:19]([O:21][C:37]3[CH:38]=[CH:39][C:34]([C:32]([N:28]4[CH2:31][CH2:30][CH2:29]4)=[O:33])=[C:35]([F:41])[CH:36]=3)[C:13]3[CH2:14][C:15]([CH3:18])([CH3:17])[O:16][C:12]=3[CH:11]=2)=[O:9])=[N:3]1.[CH3:1][N:2]1[CH:6]=[CH:5][C:4]([NH:7][C:8]([C:10]2[CH:20]=[C:19]([O:21][C:35]3[CH:36]=[C:37]([F:40])[CH:38]=[CH:39][C:34]=3[C:32]([N:28]3[CH2:31][CH2:30][CH2:29]3)=[O:33])[C:13]3[CH2:14][C:15]([CH3:18])([CH3:17])[O:16][C:12]=3[CH:11]=2)=[O:9])=[N:3]1. (9) The product is: [CH3:4][C:2]([NH:5][C:6]([C@H:8]1[N:17]([CH2:18][C@@H:19]([OH:49])[C@@H:20]([NH:28][C:29]([C@@H:31]([NH:36][C:37]([C:39]2[CH:40]=[CH:41][C:42]3[CH:43]=[CH:44][CH:45]=[CH:46][C:47]=3[N:48]=2)=[O:38])[CH2:32][C:33]([NH2:35])=[O:34])=[O:30])[CH2:21][C:22]2[CH:27]=[CH:26][CH:25]=[CH:24][CH:23]=2)[CH2:16][C@@H:15]2[C@@H:10]([CH2:11][CH2:12][CH2:13][CH2:14]2)[CH2:9]1)=[O:7])([CH3:1])[CH3:3]. Given the reactants [CH3:1][C:2]([NH:5][C:6]([C@H:8]1[N:17]([CH2:18][C@@H:19]([OH:49])[C@@H:20]([NH:28][C:29]([C@@H:31]([NH:36][C:37]([C:39]2[CH:40]=[CH:41][C:42]3[CH:43]=[CH:44][CH:45]=[CH:46][C:47]=3[N:48]=2)=[O:38])[CH2:32][C:33]([NH2:35])=[O:34])=[O:30])[CH2:21][C:22]2[CH:23]=[CH:24][CH:25]=[CH:26][CH:27]=2)[CH2:16][C@@H:15]2[C@@H:10]([CH2:11][CH2:12][CH2:13][CH2:14]2)[CH2:9]1)=[O:7])([CH3:4])[CH3:3].CS(O)(=O)=O.ClCCl.[OH-].[Na+], predict the reaction product.